This data is from Reaction yield outcomes from USPTO patents with 853,638 reactions. The task is: Predict the reaction yield, written as a fraction of the theoretical maximum amount of product (1.0 means a 100% yield; for example, 0.34 means a 34% yield). (1) The reactants are [CH:1]1([C:7]2([CH3:14])[C:11](=[O:12])[NH:10][N:9]=[C:8]2[CH3:13])[CH2:6][CH2:5][CH2:4][CH2:3][CH2:2]1.Cl[CH2:16][C:17]([C:19]1[S:20][CH:21]=[CH:22][CH:23]=1)=[O:18]. No catalyst specified. The product is [CH:1]1([C:7]2([CH3:14])[C:11](=[O:12])[N:10]([CH2:16][C:17](=[O:18])[C:19]3[S:20][CH:21]=[CH:22][CH:23]=3)[N:9]=[C:8]2[CH3:13])[CH2:2][CH2:3][CH2:4][CH2:5][CH2:6]1. The yield is 0.130. (2) The reactants are [ClH:1].C(N(CC)CCNC(C1C=CC2C(=CC=C(I)C=2)C=1)=O)C.[CH2:23]([N:25]([CH2:46][CH3:47])[CH2:26][CH2:27][NH:28][C:29]([C:31]1[C:44]2[C:35](=[CH:36][C:37]3[C:42]([N:43]=2)=[CH:41][CH:40]=[C:39]([I:45])[CH:38]=3)[CH:34]=[CH:33][CH:32]=1)=[O:30])[CH3:24].[K+].[Br-]. No catalyst specified. The product is [ClH:1].[ClH:1].[CH2:46]([N:25]([CH2:23][CH3:24])[CH2:26][CH2:27][NH:28][C:29]([C:31]1[C:44]2[C:35](=[CH:36][C:37]3[C:42]([N:43]=2)=[CH:41][CH:40]=[C:39]([I:45])[CH:38]=3)[CH:34]=[CH:33][CH:32]=1)=[O:30])[CH3:47]. The yield is 0.670. (3) The reactants are FC(F)(F)C(O)=O.[F:8][C:9]1[CH:14]=[CH:13][C:12]([N:15]2[C:19]3[N:20]=[CH:21][N:22]([CH2:25][C:26]4([OH:32])[CH2:31][CH2:30][NH:29][CH2:28][CH2:27]4)[C:23](=[O:24])[C:18]=3[CH:17]=[N:16]2)=[CH:11][CH:10]=1.C(N(CC)CC)C.[CH3:40][NH:41][C:42](Cl)=[O:43]. The catalyst is ClCCl. The product is [F:8][C:9]1[CH:10]=[CH:11][C:12]([N:15]2[C:19]3[N:20]=[CH:21][N:22]([CH2:25][C:26]4([OH:32])[CH2:31][CH2:30][N:29]([C:42]([NH:41][CH3:40])=[O:43])[CH2:28][CH2:27]4)[C:23](=[O:24])[C:18]=3[CH:17]=[N:16]2)=[CH:13][CH:14]=1. The yield is 0.200. (4) The reactants are [Br:1][C:2]1[CH:3]=[C:4]([NH:13][C:14]([NH2:16])=[S:15])[CH:5]=[C:6]([N:8]2[CH:12]=[CH:11][CH:10]=[N:9]2)[CH:7]=1.BrBr.N. The catalyst is C(Cl)Cl.O. The product is [Br:1][C:2]1[C:3]2[S:15][C:14]([NH2:16])=[N:13][C:4]=2[CH:5]=[C:6]([N:8]2[CH:12]=[CH:11][CH:10]=[N:9]2)[CH:7]=1. The yield is 0.300. (5) The reactants are [Br:1][C:2]1[CH:3]=[C:4]([N+:11]([O-])=O)[CH:5]=[C:6]2[C:10]=1[NH:9][N:8]=[CH:7]2.CO. The catalyst is C(O)(=O)C.[Fe]. The product is [Br:1][C:2]1[CH:3]=[C:4]([NH2:11])[CH:5]=[C:6]2[C:10]=1[NH:9][N:8]=[CH:7]2. The yield is 0.400. (6) The reactants are [CH2:1]([C:8]1[CH:9]=[CH:10][C:11]2[O:15][C:14](B(O)O)=[CH:13][C:12]=2[CH:19]=1)[C:2]1[CH:7]=[CH:6][CH:5]=[CH:4][CH:3]=1.Br[C:21]1[CH:22]=[C:23]2[C:28](=[CH:29][CH:30]=1)[CH2:27][N:26](C(=O)C(F)(F)F)[CH2:25][CH2:24]2.BrC1C=CC=C2C=1CN(C(=O)C(F)(F)F)CC2.C([O-])([O-])=O.[Na+].[Na+]. The catalyst is C(O)C.C1C=CC([P]([Pd]([P](C2C=CC=CC=2)(C2C=CC=CC=2)C2C=CC=CC=2)([P](C2C=CC=CC=2)(C2C=CC=CC=2)C2C=CC=CC=2)[P](C2C=CC=CC=2)(C2C=CC=CC=2)C2C=CC=CC=2)(C2C=CC=CC=2)C2C=CC=CC=2)=CC=1.C1(C)C=CC=CC=1. The product is [CH2:1]([C:8]1[CH:9]=[CH:10][C:11]2[O:15][C:14]([C:21]3[CH:22]=[C:23]4[C:28](=[CH:29][CH:30]=3)[CH2:27][NH:26][CH2:25][CH2:24]4)=[CH:13][C:12]=2[CH:19]=1)[C:2]1[CH:7]=[CH:6][CH:5]=[CH:4][CH:3]=1. The yield is 0.560. (7) The reactants are Br[C:2]1[C:10]2[C:5](=[N:6][CH:7]=[CH:8][C:9]=2[O:11][C:12]2[CH:17]=[CH:16][C:15]([O:18][C:19]3[CH:24]=[CH:23][CH:22]=[CH:21][CH:20]=3)=[CH:14][CH:13]=2)[N:4]([CH2:25][C:26]2[CH:31]=[CH:30][C:29]([O:32][CH3:33])=[CH:28][CH:27]=2)[N:3]=1.[NH2:34][C:35]1[CH:36]=[C:37](/[CH:41]=[C:42](\[C:50]#[N:51])/[C:43]([O:45][C:46]([CH3:49])([CH3:48])[CH3:47])=[O:44])[CH:38]=[CH:39][CH:40]=1.CC(C1C=C(C(C)C)C(C2C=CC=CC=2P(C2CCCCC2)C2CCCCC2)=C(C(C)C)C=1)C.[O-]P([O-])([O-])=O.[K+].[K+].[K+]. The catalyst is C1(C)C=CC=CC=1.C1C=CC(/C=C/C(/C=C/C2C=CC=CC=2)=O)=CC=1.C1C=CC(/C=C/C(/C=C/C2C=CC=CC=2)=O)=CC=1.C1C=CC(/C=C/C(/C=C/C2C=CC=CC=2)=O)=CC=1.[Pd].[Pd]. The product is [C:50](/[C:42](=[CH:41]\[C:37]1[CH:38]=[CH:39][CH:40]=[C:35]([NH:34][C:2]2[C:10]3[C:5](=[N:6][CH:7]=[CH:8][C:9]=3[O:11][C:12]3[CH:17]=[CH:16][C:15]([O:18][C:19]4[CH:24]=[CH:23][CH:22]=[CH:21][CH:20]=4)=[CH:14][CH:13]=3)[N:4]([CH2:25][C:26]3[CH:31]=[CH:30][C:29]([O:32][CH3:33])=[CH:28][CH:27]=3)[N:3]=2)[CH:36]=1)/[C:43]([O:45][C:46]([CH3:48])([CH3:47])[CH3:49])=[O:44])#[N:51]. The yield is 0.340. (8) The reactants are [C:1]([O:4][C@H:5]1[C@@H:19]([O:20][C:21](=[O:23])[CH3:22])[C@H:18]([O:24][C:25](=[O:27])[CH3:26])[C@@H:17]([CH2:28][O:29][C:30](=[O:32])[CH3:31])[O:16][C@@H:6]1[O:7][C:8]1[CH:13]=[CH:12][C:11](I)=[CH:10][C:9]=1[Cl:15])(=[O:3])[CH3:2].C([O-])([O-])=O.[Cs+].[Cs+].CC(C1C=C(C(C)C)C(C2C=CC=CC=2P(C2CCCCC2)C2CCCCC2)=C(C(C)C)C=1)C.[NH:73]1[C:81]2[C:76](=[CH:77][CH:78]=[CH:79][CH:80]=2)[CH2:75][CH2:74]1. The catalyst is C1(C)C=CC=CC=1.C1C=CC(/C=C/C(/C=C/C2C=CC=CC=2)=O)=CC=1.C1C=CC(/C=C/C(/C=C/C2C=CC=CC=2)=O)=CC=1.C1C=CC(/C=C/C(/C=C/C2C=CC=CC=2)=O)=CC=1.[Pd].[Pd].CCOC(C)=O. The product is [C:1]([O:4][C@H:5]1[C@@H:19]([O:20][C:21](=[O:23])[CH3:22])[C@H:18]([O:24][C:25](=[O:27])[CH3:26])[C@@H:17]([CH2:28][O:29][C:30](=[O:32])[CH3:31])[O:16][C@@H:6]1[O:7][C:8]1[CH:13]=[CH:12][C:11]([N:73]2[C:81]3[C:76](=[CH:77][CH:78]=[CH:79][CH:80]=3)[CH2:75][CH2:74]2)=[CH:10][C:9]=1[Cl:15])(=[O:3])[CH3:2]. The yield is 0.433.